Task: Predict the reactants needed to synthesize the given product.. Dataset: Full USPTO retrosynthesis dataset with 1.9M reactions from patents (1976-2016) (1) The reactants are: [Si:1]([O:18][CH2:19][C:20]1[C:21]([N:36]2[CH2:41][C@H:40]([CH3:42])[O:39][C@H:38]([CH3:43])[CH2:37]2)=[C:22]([Cl:35])[C:23]([F:34])=[C:24]([CH:26]([C:28]2[CH:33]=[CH:32][CH:31]=[CH:30][N:29]=2)[OH:27])[CH:25]=1)([C:14]([CH3:17])([CH3:16])[CH3:15])([C:8]1[CH:13]=[CH:12][CH:11]=[CH:10][CH:9]=1)[C:2]1[CH:7]=[CH:6][CH:5]=[CH:4][CH:3]=1.C[N+]1([O-])CCOCC1. Given the product [Si:1]([O:18][CH2:19][C:20]1[C:21]([N:36]2[CH2:37][C@H:38]([CH3:43])[O:39][C@H:40]([CH3:42])[CH2:41]2)=[C:22]([Cl:35])[C:23]([F:34])=[C:24]([C:26]([C:28]2[CH:33]=[CH:32][CH:31]=[CH:30][N:29]=2)=[O:27])[CH:25]=1)([C:14]([CH3:15])([CH3:16])[CH3:17])([C:2]1[CH:7]=[CH:6][CH:5]=[CH:4][CH:3]=1)[C:8]1[CH:9]=[CH:10][CH:11]=[CH:12][CH:13]=1, predict the reactants needed to synthesize it. (2) Given the product [C@H:1]1([NH:10][C:11]2[CH:20]=[CH:19][C:18]3[C:13](=[CH:14][CH:15]=[C:16]([NH:21][C:22](=[O:23])[NH:24][CH:25]4[CH2:30][CH2:29][N:28]([CH2:32][C:33]([N:35]([CH3:37])[CH3:36])=[O:34])[CH2:27][CH2:26]4)[CH:17]=3)[N:12]=2)[C:9]2[C:4](=[CH:5][CH:6]=[CH:7][CH:8]=2)[CH2:3][CH2:2]1, predict the reactants needed to synthesize it. The reactants are: [C@H:1]1([NH:10][C:11]2[CH:20]=[CH:19][C:18]3[C:13](=[CH:14][CH:15]=[C:16]([NH:21][C:22]([NH:24][CH:25]4[CH2:30][CH2:29][NH:28][CH2:27][CH2:26]4)=[O:23])[CH:17]=3)[N:12]=2)[C:9]2[C:4](=[CH:5][CH:6]=[CH:7][CH:8]=2)[CH2:3][CH2:2]1.Cl[CH2:32][C:33]([N:35]([CH3:37])[CH3:36])=[O:34].C(=O)([O-])[O-].[Na+].[Na+]. (3) Given the product [F:1][C:2]1[CH:10]=[CH:9][C:8]2[NH:7][C:6]3[C:11]([C:24]([NH2:25])=[O:29])=[CH:12][N:13]=[C:14]([NH:15][CH:16]4[CH2:21][CH2:20][CH:19]([OH:22])[CH:18]([F:23])[CH2:17]4)[C:5]=3[C:4]=2[CH:3]=1, predict the reactants needed to synthesize it. The reactants are: [F:1][C:2]1[CH:10]=[CH:9][C:8]2[NH:7][C:6]3[C:11]([C:24]#[N:25])=[CH:12][N:13]=[C:14]([NH:15][CH:16]4[CH2:21][CH2:20][CH:19]([OH:22])[CH:18]([F:23])[CH2:17]4)[C:5]=3[C:4]=2[CH:3]=1.OO.C(=O)([O-])[O-:29].[K+].[K+]. (4) Given the product [F:10][C:11]([F:16])([F:15])[C:12]([OH:14])=[O:13].[Cl:1][C:43]1[CH:44]=[CH:45][C:40]([N:38]([CH3:39])[C:37]([NH:36][C@H:33]2[CH2:32][C@H:31]3[C@:27]([C:21]4[CH:22]=[CH:23][C:24]([O:25][CH3:26])=[C:19]([O:18][CH3:17])[CH:20]=4)([CH2:28][CH2:29][N:30]3[CH3:48])[CH2:35][CH2:34]2)=[O:47])=[CH:41][CH:42]=1, predict the reactants needed to synthesize it. The reactants are: [Cl:1]C1C=CC(NC)=CC=1.[F:10][C:11]([F:16])([F:15])[C:12]([OH:14])=[O:13].[CH3:17][O:18][C:19]1[CH:20]=[C:21]([C@@:27]23[CH2:35][CH2:34][C@@H:33]([NH:36][C:37](=[O:47])[N:38]([C:40]4[CH:45]=[CH:44][C:43](F)=[CH:42][CH:41]=4)[CH3:39])[CH2:32][C@@H:31]2[N:30]([CH3:48])[CH2:29][CH2:28]3)[CH:22]=[CH:23][C:24]=1[O:25][CH3:26]. (5) Given the product [C:1]([C:4]1[CH:9]=[CH:8][C:7]([N:10]=[N:11][C:12](=[C:16]2[C:25]3[C:20](=[CH:21][CH:22]=[CH:23][CH:24]=3)[CH2:19][C:18]([CH3:27])([CH3:26])[NH:17]2)[C:13]#[N:15])=[CH:6][CH:5]=1)(=[O:3])[CH3:2], predict the reactants needed to synthesize it. The reactants are: [C:1]([C:4]1[CH:9]=[CH:8][C:7]([N:10]=[N:11][C:12](=[C:16]2[C:25]3[C:20](=[CH:21][CH:22]=[CH:23][CH:24]=3)[CH2:19][C:18]([CH3:27])([CH3:26])[NH:17]2)[C:13]([NH2:15])=O)=[CH:6][CH:5]=1)(=[O:3])[CH3:2].S(Cl)(Cl)=O. (6) Given the product [CH3:1][O:2][C:3]([C:5]1[C:9]2[N:10]=[CH:11][NH:12][C:13](=[O:14])[C:8]=2[N:7]([CH2:23][O:24][CH2:25][CH2:26][Si:27]([CH3:30])([CH3:29])[CH3:28])[C:6]=1[Cl:31])=[O:4], predict the reactants needed to synthesize it. The reactants are: [CH3:1][O:2][C:3]([C:5]1[C:9]2[N:10]=[CH:11][N:12](COCC[Si](C)(C)C)[C:13](=[O:14])[C:8]=2[N:7]([CH2:23][O:24][CH2:25][CH2:26][Si:27]([CH3:30])([CH3:29])[CH3:28])[C:6]=1[Cl:31])=[O:4].[F-].C([N+](CCCC)(CCCC)CCCC)CCC.